Task: Predict which catalyst facilitates the given reaction.. Dataset: Catalyst prediction with 721,799 reactions and 888 catalyst types from USPTO (1) Reactant: [C:1]([C:4]1[CH:5]=[C:6]([C:20]2[CH:25]=[CH:24][C:23]([O:26][CH3:27])=[C:22]([F:28])[CH:21]=2)[CH:7]=[C:8]2[C:16]=1[NH:15][C:14]1[CH:13]=[CH:12][C:11]([C:17](O)=[O:18])=[CH:10][C:9]2=1)(=[O:3])[NH2:2].C(Cl)CCl.[CH3:33][S:34]([NH2:37])(=[O:36])=[O:35]. Product: [F:28][C:22]1[CH:21]=[C:20]([C:6]2[CH:5]=[C:4]([C:1]([NH2:2])=[O:3])[C:16]3[NH:15][C:14]4[C:9]([C:8]=3[CH:7]=2)=[CH:10][C:11]([C:17]([NH:37][S:34]([CH3:33])(=[O:36])=[O:35])=[O:18])=[CH:12][CH:13]=4)[CH:25]=[CH:24][C:23]=1[O:26][CH3:27]. The catalyst class is: 239. (2) Reactant: [CH3:1][N:2]([CH2:13][C:14]1[C:15]([C:25]2[CH:33]=[C:32]3[C:28]([CH:29]=[N:30][N:31]3[CH3:34])=[CH:27][CH:26]=2)=[N:16][N:17](C2CCCCO2)[CH:18]=1)[CH2:3][CH2:4][NH:5]C(=O)OC(C)(C)C.C(N(CC)CC)C.O.CC#N. Product: [CH3:1][N:2]([CH2:13][C:14]1[C:15]([C:25]2[CH:33]=[C:32]3[C:28]([CH:29]=[N:30][N:31]3[CH3:34])=[CH:27][CH:26]=2)=[N:16][NH:17][CH:18]=1)[CH2:3][CH2:4][NH2:5]. The catalyst class is: 632.